Dataset: Reaction yield outcomes from USPTO patents with 853,638 reactions. Task: Predict the reaction yield, written as a fraction of the theoretical maximum amount of product (1.0 means a 100% yield; for example, 0.34 means a 34% yield). (1) The reactants are [CH3:1][C:2]1[CH:7]=[C:6]([CH3:8])[NH:5][C:4](=[O:9])[C:3]=1[CH2:10][NH:11][CH2:12][CH2:13][O:14][C:15]1[C:24]([O:25][CH:26]([CH3:28])[CH3:27])=[CH:23][CH:22]=[CH:21][C:16]=1[C:17](OC)=[O:18].[OH-].[Na+].C(N(CC)CC)C.CN(C(ON1N=NC2C=CC=NC1=2)=[N+](C)C)C.F[P-](F)(F)(F)(F)F. The catalyst is CO. The product is [CH3:1][C:2]1[CH:7]=[C:6]([CH3:8])[NH:5][C:4](=[O:9])[C:3]=1[CH2:10][N:11]1[C:17](=[O:18])[C:16]2[CH:21]=[CH:22][CH:23]=[C:24]([O:25][CH:26]([CH3:28])[CH3:27])[C:15]=2[O:14][CH2:13][CH2:12]1. The yield is 0.160. (2) The reactants are [H-].[Al+3].[Li+].[H-].[H-].[H-].[F:7][C:8]([F:26])([F:25])[C:9]1[CH:10]=[C:11]([C:15]2[N:16]=[C:17]([C:20](OCC)=[O:21])[S:18][CH:19]=2)[CH:12]=[CH:13][CH:14]=1.O.O.O.O.O.O.O.O.O.O.[O-]S([O-])(=O)=O.[Na+].[Na+]. The catalyst is O1CCCC1. The product is [F:26][C:8]([F:7])([F:25])[C:9]1[CH:10]=[C:11]([C:15]2[N:16]=[C:17]([CH2:20][OH:21])[S:18][CH:19]=2)[CH:12]=[CH:13][CH:14]=1. The yield is 0.250.